This data is from Peptide-MHC class II binding affinity with 134,281 pairs from IEDB. The task is: Regression. Given a peptide amino acid sequence and an MHC pseudo amino acid sequence, predict their binding affinity value. This is MHC class II binding data. (1) The peptide sequence is AQNGVQAMSSLGSSL. The MHC is DRB1_0701 with pseudo-sequence DRB1_0701. The binding affinity (normalized) is 0.441. (2) The peptide sequence is SKTSASIGSLCADARMYGVL. The MHC is H-2-IAk with pseudo-sequence H-2-IAk. The binding affinity (normalized) is 0.327. (3) The peptide sequence is VVAVDIKEKGKDKWI. The MHC is DRB3_0101 with pseudo-sequence DRB3_0101. The binding affinity (normalized) is 0.0626. (4) The MHC is HLA-DQA10102-DQB10501 with pseudo-sequence HLA-DQA10102-DQB10501. The peptide sequence is TKEDLFGKKNLIPSS. The binding affinity (normalized) is 0.313. (5) The peptide sequence is RFDTNGDGKISLSEL. The MHC is HLA-DQA10102-DQB10502 with pseudo-sequence HLA-DQA10102-DQB10502. The binding affinity (normalized) is 0.